Dataset: Full USPTO retrosynthesis dataset with 1.9M reactions from patents (1976-2016). Task: Predict the reactants needed to synthesize the given product. (1) Given the product [ClH:12].[Cl:12][CH2:8][C:5]1[CH:4]=[CH:3][C:2]([F:1])=[CH:7][N:6]=1, predict the reactants needed to synthesize it. The reactants are: [F:1][C:2]1[CH:3]=[CH:4][C:5]([CH2:8]O)=[N:6][CH:7]=1.S(Cl)([Cl:12])=O. (2) Given the product [I:14][C:3]1[C:4](=[O:11])[C:5]2[C:10](=[CH:9][CH:8]=[CH:7][CH:6]=2)[NH:1][CH:2]=1, predict the reactants needed to synthesize it. The reactants are: [NH:1]1[C:10]2[C:5](=[CH:6][CH:7]=[CH:8][CH:9]=2)[C:4](=[O:11])[CH:3]=[CH:2]1.[OH-].[K+].[I:14]I. (3) Given the product [NH2:23][C:13]1[CH:12]=[C:11]([C:9]([NH:8][C:4]2[CH:5]=[CH:6][CH:7]=[C:2]([Cl:1])[C:3]=2[CH3:26])=[O:10])[C:19]2[N:18]=[C:17]([N:20]([CH3:21])[CH3:22])[NH:16][C:15]=2[CH:14]=1, predict the reactants needed to synthesize it. The reactants are: [Cl:1][C:2]1[C:3]([CH3:26])=[C:4]([NH:8][C:9]([C:11]2[C:19]3[N:18]=[C:17]([N:20]([CH3:22])[CH3:21])[NH:16][C:15]=3[CH:14]=[C:13]([N+:23]([O-])=O)[CH:12]=2)=[O:10])[CH:5]=[CH:6][CH:7]=1.Cl.CCO. (4) Given the product [Br:18][CH2:13][C:12]1[N:4]([CH2:3][C:2]([CH3:17])([CH3:16])[CH3:1])[C:5]2[C:10]([N:11]=1)=[CH:9][N:8]=[C:7]([C:14]#[N:15])[N:6]=2, predict the reactants needed to synthesize it. The reactants are: [CH3:1][C:2]([CH3:17])([CH3:16])[CH2:3][N:4]1[C:12]([CH3:13])=[N:11][C:10]2[C:5]1=[N:6][C:7]([C:14]#[N:15])=[N:8][CH:9]=2.[Br:18]N1C(=O)CCC1=O.C(OOC(=O)C1C=CC=CC=1)(=O)C1C=CC=CC=1.